Dataset: Full USPTO retrosynthesis dataset with 1.9M reactions from patents (1976-2016). Task: Predict the reactants needed to synthesize the given product. (1) Given the product [CH2:1]([O:8][C:9](=[O:10])[NH:11][CH2:12][C@H:13]([NH:14][C:15]([O:17][C:18]([CH3:19])([CH3:20])[CH3:21])=[O:16])[C:22]([NH:47][CH2:46][CH2:45][NH:44][C:43]([O:42][C:38]([CH3:41])([CH3:40])[CH3:39])=[O:48])=[O:24])[C:2]1[CH:3]=[CH:4][CH:5]=[CH:6][CH:7]=1, predict the reactants needed to synthesize it. The reactants are: [CH2:1]([O:8][C:9]([NH:11][CH2:12][C@@H:13]([C:22]([OH:24])=O)[NH:14][C:15]([O:17][C:18]([CH3:21])([CH3:20])[CH3:19])=[O:16])=[O:10])[C:2]1[CH:7]=[CH:6][CH:5]=[CH:4][CH:3]=1.C1(NC2CCCCC2)CCCCC1.[C:38]([O:42][C:43](=[O:48])[NH:44][CH2:45][CH2:46][NH2:47])([CH3:41])([CH3:40])[CH3:39].C(Cl)CCl.C1C=CC2N(O)N=NC=2C=1. (2) Given the product [C:1]([C:5]1[CH:6]=[C:7]([CH:35]=[CH:36][CH:37]=1)[CH2:8][NH:9][C@@H:17]1[C@@H:12]([OH:11])[C@H:13]([CH2:20][C:21]2[CH:26]=[CH:25][C:24]([NH:27][CH2:28][CH2:29][N:30]([CH3:31])[CH3:32])=[C:23]([F:33])[CH:22]=2)[CH2:14][S:15](=[O:19])(=[O:18])[CH2:16]1)([CH3:4])([CH3:2])[CH3:3], predict the reactants needed to synthesize it. The reactants are: [C:1]([C:5]1[CH:6]=[C:7]([CH:35]=[CH:36][CH:37]=1)[CH2:8][N:9]1[C@@H:17]2[C@H:12]([C@H:13]([CH2:20][C:21]3[CH:26]=[CH:25][C:24]([NH:27][CH2:28][CH2:29][N:30]([CH3:32])[CH3:31])=[C:23]([F:33])[CH:22]=3)[CH2:14][S:15](=[O:19])(=[O:18])[CH2:16]2)[O:11]C1=O)([CH3:4])([CH3:3])[CH3:2]. (3) The reactants are: [CH3:1][O:2][C:3](=[O:32])[CH2:4][O:5][C:6]1[CH:14]=[C:13]2[CH2:15][CH2:16][CH2:17][C:12]2=[C:11]2[C:7]=1[CH:8]=[C:9]([CH3:31])[N:10]2[CH2:18][C:19]1[CH:24]=[CH:23][CH:22]=[CH:21][C:20]=1[C:25]1[S:26][C:27]([Br:30])=[CH:28][CH:29]=1.CC1[NH:35]C2C(C=1)=C(OC)C=C1CCCC=21.[H-].[Na+].BrC1SC(C2C=CC=CC=2CBr)=CC=1.B(Br)(Br)Br.[C:68](=[O:71])(O)[O-].[Na+].[C:73](=[O:76])([O-])[O-].[Cs+].[Cs+].BrCC(OC)=O. Given the product [CH3:1][O:2][C:3](=[O:32])[CH2:4][O:5][C:6]1[CH:14]=[C:13]2[CH2:15][CH2:16][CH2:17][C:12]2=[C:11]2[C:7]=1[C:8]([C:68](=[O:71])[C:73]([NH2:35])=[O:76])=[C:9]([CH3:31])[N:10]2[CH2:18][C:19]1[CH:24]=[CH:23][CH:22]=[CH:21][C:20]=1[C:25]1[S:26][C:27]([Br:30])=[CH:28][CH:29]=1, predict the reactants needed to synthesize it.